This data is from Peptide-MHC class II binding affinity with 134,281 pairs from IEDB. The task is: Regression. Given a peptide amino acid sequence and an MHC pseudo amino acid sequence, predict their binding affinity value. This is MHC class II binding data. The peptide sequence is NGPMAVSMTGVMRGN. The MHC is HLA-DQA10102-DQB10501 with pseudo-sequence HLA-DQA10102-DQB10501. The binding affinity (normalized) is 0.808.